Dataset: Forward reaction prediction with 1.9M reactions from USPTO patents (1976-2016). Task: Predict the product of the given reaction. (1) Given the reactants [H-].[Na+].Cl[C:4]1[N:9]=[C:8]([C:10]2[CH:15]=[CH:14][CH:13]=[CH:12][CH:11]=2)[N:7]=[C:6]([C:16]2[CH:21]=[CH:20][CH:19]=[CH:18][CH:17]=2)[N:5]=1, predict the reaction product. The product is: [C:10]1([C:8]2[N:9]=[CH:4][N:5]=[C:6]([C:16]3[CH:17]=[CH:18][CH:19]=[CH:20][CH:21]=3)[N:7]=2)[CH:15]=[CH:14][CH:13]=[CH:12][CH:11]=1. (2) Given the reactants [Si:1]([O:8][C@H:9]1[C@H:14]([O:15][Si:16]([C:19]([CH3:22])([CH3:21])[CH3:20])([CH3:18])[CH3:17])[C@@H:13]([CH3:23])[CH2:12][C:11]([C:24]2[CH:29]=[CH:28][N:27]=[CH:26][C:25]=2[N+:30]([O-])=O)=[CH:10]1)([C:4]([CH3:7])([CH3:6])[CH3:5])([CH3:3])[CH3:2].CC(O)C, predict the reaction product. The product is: [Si:1]([O:8][C@@H:9]1[C@@H:14]([O:15][Si:16]([C:19]([CH3:21])([CH3:22])[CH3:20])([CH3:18])[CH3:17])[C@H:13]([CH3:23])[CH2:12][C@H:11]([C:24]2[CH:29]=[CH:28][N:27]=[CH:26][C:25]=2[NH2:30])[CH2:10]1)([C:4]([CH3:5])([CH3:6])[CH3:7])([CH3:3])[CH3:2].[Si:1]([O:8][C@H:9]1[C@H:14]([O:15][Si:16]([C:19]([CH3:21])([CH3:22])[CH3:20])([CH3:18])[CH3:17])[C@@H:13]([CH3:23])[CH2:12][C@@H:11]([C:24]2[CH:29]=[CH:28][N:27]=[CH:26][C:25]=2[NH2:30])[CH2:10]1)([C:4]([CH3:5])([CH3:6])[CH3:7])([CH3:3])[CH3:2]. (3) Given the reactants [Si:1]([O:18][CH2:19][CH2:20][CH2:21][CH:22]=[O:23])([C:14]([CH3:17])([CH3:16])[CH3:15])([C:8]1[CH:13]=[CH:12][CH:11]=[CH:10][CH:9]=1)[C:2]1[CH:7]=[CH:6][CH:5]=[CH:4][CH:3]=1.O[CH2:25][CH2:26][NH2:27], predict the reaction product. The product is: [Si:1]([O:18][CH2:19][CH2:20][CH2:21][CH:22]1[NH:27][CH2:26][CH2:25][O:23]1)([C:14]([CH3:16])([CH3:17])[CH3:15])([C:8]1[CH:9]=[CH:10][CH:11]=[CH:12][CH:13]=1)[C:2]1[CH:3]=[CH:4][CH:5]=[CH:6][CH:7]=1. (4) Given the reactants Cl[C:2]1[C:11]2[C:6](=[CH:7][CH:8]=[CH:9][CH:10]=2)[C:5]([N:12]2[CH2:17][CH2:16][N:15]([C:18]([O:20][C:21]([CH3:24])([CH3:23])[CH3:22])=[O:19])[CH2:14][C@@H:13]2[CH3:25])=[N:4][N:3]=1.[C:26]([C:28]1[CH:33]=[CH:32][C:31](B(O)O)=[CH:30][CH:29]=1)#[N:27].C(=O)([O-])[O-].[Cs+].[Cs+], predict the reaction product. The product is: [C:26]([C:28]1[CH:33]=[CH:32][C:31]([C:2]2[C:11]3[C:6](=[CH:7][CH:8]=[CH:9][CH:10]=3)[C:5]([N:12]3[CH2:17][CH2:16][N:15]([C:18]([O:20][C:21]([CH3:24])([CH3:23])[CH3:22])=[O:19])[CH2:14][C@@H:13]3[CH3:25])=[N:4][N:3]=2)=[CH:30][CH:29]=1)#[N:27]. (5) Given the reactants [H-].[Na+].Cl[C:4]1[C:5](Cl)=[CH:6][C:7]2[C:8]3[CH2:23][CH2:22][N:21](C(OC(C)(C)C)=O)[CH2:20][CH2:19][C:9]=3[N:10]([CH2:13][C:14]([O:16]CC)=O)[C:11]=2[CH:12]=1.ClC1C(Cl)=CC2[C:37]3[CH2:46][CH2:45][N:44](C(OC(C)(C)C)=O)CC[C:38]=3[NH:39][C:40]=2C=1.BrCC(OCC)=O, predict the reaction product. The product is: [N:39]1[CH:38]=[CH:37][CH:46]=[C:45]([NH:44][C:14](=[O:16])[CH2:13][N:10]2[C:11]3[CH:12]=[CH:4][CH:5]=[CH:6][C:7]=3[C:8]3[CH2:23][CH2:22][NH:21][CH2:20][CH2:19][C:9]2=3)[CH:40]=1. (6) Given the reactants Cl.[C:2](=[NH:8])([NH2:7])[C:3]([CH3:6])([CH3:5])[CH3:4].CC[O-].[Na+].C([O:15][CH:16]=[C:17]([C:23](OCC)=O)[C:18]([O:20][CH2:21][CH3:22])=[O:19])C, predict the reaction product. The product is: [C:3]([C:2]1[N:7]=[C:16]([OH:15])[C:17]([C:18]([O:20][CH2:21][CH3:22])=[O:19])=[CH:23][N:8]=1)([CH3:6])([CH3:5])[CH3:4]. (7) Given the reactants [CH3:1][N:2]([S:10]([C:13]1[CH:18]=[CH:17][C:16]([O:19][CH2:20][CH:21]=[C:22]=[CH:23][CH3:24])=[CH:15][CH:14]=1)(=[O:12])=[O:11])[C@H:3]([C:7](O)=[O:8])[CH:4]([CH3:6])[CH3:5].[OH:25][N:26]1C2C=CC=CC=2N=N1.Cl.CN(C)CCCN=C=NCC.CN1CCOCC1.NO, predict the reaction product. The product is: [OH:25][NH:26][C:7](=[O:8])[CH:3]([N:2]([CH3:1])[S:10]([C:13]1[CH:18]=[CH:17][C:16]([O:19][CH2:20][CH:21]=[C:22]=[CH:23][CH3:24])=[CH:15][CH:14]=1)(=[O:12])=[O:11])[CH:4]([CH3:6])[CH3:5]. (8) The product is: [C:25]([C:22]1[CH:23]=[CH:24][C:19]([N:8]2[C:9]([C:5]3[CH:4]=[CH:36][C:35]([NH:32][S:38]([CH3:37])(=[O:40])=[O:39])=[CH:7][CH:6]=3)=[CH:10][CH:11]=[C:7]2[CH2:6][CH2:5][C:4]([O:3][CH2:1][CH3:2])=[O:29])=[C:20]([CH3:28])[CH:21]=1)(=[O:27])[NH2:26]. Given the reactants [CH2:1]([O:3][C:4](=[O:29])[CH2:5][CH2:6][C:7]1[N:8]([C:19]2[CH:24]=[CH:23][C:22]([C:25](=[O:27])[NH2:26])=[CH:21][C:20]=2[CH3:28])[C:9](C2C=CC=CC=2N)=[CH:10][CH:11]=1)[CH3:2].C([N:32]([CH2:35][CH3:36])CC)C.[CH3:37][S:38](Cl)(=[O:40])=[O:39], predict the reaction product.